This data is from Full USPTO retrosynthesis dataset with 1.9M reactions from patents (1976-2016). The task is: Predict the reactants needed to synthesize the given product. (1) Given the product [F:1][C:2]1[CH:10]=[CH:9][C:5]([C:6]([NH:11][C:12]2[N:17]=[N:16][C:15]([N:18]3[CH2:19][CH2:20][N:21]([C:24](=[O:25])[C:26]4[CH:31]=[CH:30][CH:29]=[CH:28][C:27]=4[C:32]([F:35])([F:34])[F:33])[CH2:22][CH2:23]3)=[CH:14][CH:13]=2)=[O:7])=[CH:4][CH:3]=1, predict the reactants needed to synthesize it. The reactants are: [F:1][C:2]1[CH:10]=[CH:9][C:5]([C:6](Cl)=[O:7])=[CH:4][CH:3]=1.[NH2:11][C:12]1[N:17]=[N:16][C:15]([N:18]2[CH2:23][CH2:22][N:21]([C:24]([C:26]3[CH:31]=[CH:30][CH:29]=[CH:28][C:27]=3[C:32]([F:35])([F:34])[F:33])=[O:25])[CH2:20][CH2:19]2)=[CH:14][CH:13]=1. (2) Given the product [NH:11]1[C:19]2[C:14](=[CH:15][CH:16]=[CH:17][CH:18]=2)[C:13]([C:8](=[O:10])[CH2:7][C:3]2[CH:2]=[N:1][CH:6]=[CH:5][CH:4]=2)=[CH:12]1, predict the reactants needed to synthesize it. The reactants are: [N:1]1[CH:6]=[CH:5][CH:4]=[C:3]([CH2:7][C:8]([OH:10])=O)[CH:2]=1.[NH:11]1[C:19]2[C:14](=[CH:15][CH:16]=[CH:17][CH:18]=2)[CH:13]=[CH:12]1.C(=O)(O)[O-].[Na+]. (3) The reactants are: [Cl:1][C:2]1[CH:3]=[C:4]([CH2:9][OH:10])[CH:5]=[N:6][C:7]=1Cl.[Cl:11][C:12]1[CH:18]=[CH:17][C:15]([NH2:16])=[CH:14][CH:13]=1.C([O-])([O-])=O.[K+].[K+]. Given the product [Cl:1][C:2]1[CH:3]=[C:4]([CH2:9][OH:10])[CH:5]=[N:6][C:7]=1[NH:16][C:15]1[CH:17]=[CH:18][C:12]([Cl:11])=[CH:13][CH:14]=1, predict the reactants needed to synthesize it. (4) Given the product [I:9][C:3]1[C:2]([NH:1][S:19]([C:16]2[CH:17]=[CH:18][C:13]3[N:12]=[CH:11][S:10][C:14]=3[CH:15]=2)(=[O:20])=[O:21])=[CH:7][CH:6]=[C:5]([Cl:8])[N:4]=1, predict the reactants needed to synthesize it. The reactants are: [NH2:1][C:2]1[C:3]([I:9])=[N:4][C:5]([Cl:8])=[CH:6][CH:7]=1.[S:10]1[C:14]2[CH:15]=[C:16]([S:19](Cl)(=[O:21])=[O:20])[CH:17]=[CH:18][C:13]=2[N:12]=[CH:11]1. (5) Given the product [CH3:3][CH:2]([CH2:4][CH2:5][CH2:6][C@H:7]([C@@H:9]1[C@:26]2([CH3:27])[C@H:12]([C@H:13]3[C@H:23]([CH2:24][CH2:25]2)[C@:21]2([CH3:22])[C:16]([CH2:17][C@H:18]([CH2:19][CH2:20]2)[OH:28])=[CH:15][CH2:14]3)[CH2:11][CH2:10]1)[CH3:8])[CH3:1], predict the reactants needed to synthesize it. The reactants are: [CH3:1][CH:2]([CH2:4][CH2:5][CH2:6][C@H:7]([C@@H:9]1[C@:26]2([CH3:27])[C@H:12]([C@H:13]3[C@H:23]([CH2:24][CH2:25]2)[C@:21]2([CH3:22])[C@@H:16]([CH2:17][CH2:18][CH2:19][CH2:20]2)[CH2:15][CH2:14]3)[CH2:11][CH2:10]1)[CH3:8])[CH3:3].[OH-:28].[Na+]. (6) Given the product [Cl:1][C:2]1[N:7]=[CH:6][N:5]=[C:4]([NH:8][CH2:18][C:17]2[CH:20]=[CH:21][C:22]([O:23][CH3:24])=[C:15]([O:14][CH:9]3[CH2:13][CH2:12][CH2:11][CH2:10]3)[CH:16]=2)[CH:3]=1, predict the reactants needed to synthesize it. The reactants are: [Cl:1][C:2]1[N:7]=[CH:6][N:5]=[C:4]([NH2:8])[CH:3]=1.[CH:9]1([O:14][C:15]2[CH:16]=[C:17]([CH:20]=[CH:21][C:22]=2[O:23][CH3:24])[CH:18]=O)[CH2:13][CH2:12][CH2:11][CH2:10]1.CC(O)=O. (7) Given the product [Cl:14][C:10]1[CH:9]=[C:8]([NH:7][C:4]2[C:3]([C:15]([NH2:17])=[O:16])=[C:2]([N:1]=[CH:22][C:21]3[CH:20]=[C:19]([F:18])[C:26]([OH:27])=[C:25]([F:28])[CH:24]=3)[NH:6][N:5]=2)[CH:13]=[CH:12][CH:11]=1, predict the reactants needed to synthesize it. The reactants are: [NH2:1][C:2]1[NH:6][N:5]=[C:4]([NH:7][C:8]2[CH:13]=[CH:12][CH:11]=[C:10]([Cl:14])[CH:9]=2)[C:3]=1[C:15]([NH2:17])=[O:16].[F:18][C:19]1[CH:20]=[C:21]([CH:24]=[C:25]([F:28])[C:26]=1[OH:27])[CH:22]=O. (8) Given the product [CH:28]1([C:31]2[C:32]([O:41][C@@H:42]3[CH2:47][CH2:46][CH2:45][N:44]([C:48]4[CH:53]=[C:52]([Cl:54])[CH:51]=[C:50]([Cl:55])[CH:49]=4)[CH2:43]3)=[CH:33][C:34]([F:40])=[C:35]([CH:39]=2)[C:36]([NH:62][S:59]([CH3:56])(=[O:61])=[O:60])=[O:37])[CH2:30][CH2:29]1, predict the reactants needed to synthesize it. The reactants are: ClC1C(O[C@@H]2CCCN(CC3C=CC(F)=CC=3Cl)C2)=CC(F)=C(C=1)C(O)=O.[CH:28]1([C:31]2[C:32]([O:41][C@@H:42]3[CH2:47][CH2:46][CH2:45][N:44]([C:48]4[CH:53]=[C:52]([Cl:54])[CH:51]=[C:50]([Cl:55])[CH:49]=4)[CH2:43]3)=[CH:33][C:34]([F:40])=[C:35]([CH:39]=2)[C:36](O)=[O:37])[CH2:30][CH2:29]1.[CH:56]1([S:59]([NH2:62])(=[O:61])=[O:60])CC1.